Dataset: Forward reaction prediction with 1.9M reactions from USPTO patents (1976-2016). Task: Predict the product of the given reaction. (1) Given the reactants Br[C:2]1[CH:7]=[CH:6][C:5]([NH2:8])=[C:4]([N+:9]([O-:11])=[O:10])[CH:3]=1.[CH3:12][C:13]1([CH3:29])[C:17]([CH3:19])([CH3:18])[O:16][B:15]([B:15]2[O:16][C:17]([CH3:19])([CH3:18])[C:13]([CH3:29])([CH3:12])[O:14]2)[O:14]1.C([O-])(=O)C.[K+], predict the reaction product. The product is: [N+:9]([C:4]1[CH:3]=[C:2]([B:15]2[O:16][C:17]([CH3:19])([CH3:18])[C:13]([CH3:29])([CH3:12])[O:14]2)[CH:7]=[CH:6][C:5]=1[NH2:8])([O-:11])=[O:10]. (2) Given the reactants [CH2:1]([C@@H:8]([CH2:12][CH2:13][C@H:14]([CH2:34][C:35]1[CH:40]=[CH:39][CH:38]=[CH:37][CH:36]=1)[C:15]([NH:17][C@H:18]1[CH2:24][CH2:23][S:22][C@H:21]2[CH2:25][CH2:26][CH2:27][C@@H:28]([C:29]([O:31][CH3:32])=[O:30])[N:20]2[C:19]1=[O:33])=[O:16])[C:9](O)=[O:10])[C:2]1[CH:7]=[CH:6][CH:5]=[CH:4][CH:3]=1.[NH2:41][C@H:42]1[CH2:48][CH2:47][S:46][C@H:45]2[CH2:49][CH2:50][C@H:51]([C:53]([F:56])([F:55])[F:54])[CH2:52][N:44]2[C:43]1=[O:57], predict the reaction product. The product is: [CH2:34]([C@@H:14]([CH2:13][CH2:12][C@H:8]([CH2:1][C:2]1[CH:7]=[CH:6][CH:5]=[CH:4][CH:3]=1)[C:9](=[O:10])[NH:41][C@H:42]1[CH2:48][CH2:47][S:46][C@H:45]2[CH2:49][CH2:50][C@H:51]([C:53]([F:55])([F:54])[F:56])[CH2:52][N:44]2[C:43]1=[O:57])[C:15]([NH:17][C@H:18]1[CH2:24][CH2:23][S:22][C@H:21]2[CH2:25][CH2:26][CH2:27][C@@H:28]([C:29]([O:31][CH3:32])=[O:30])[N:20]2[C:19]1=[O:33])=[O:16])[C:35]1[CH:36]=[CH:37][CH:38]=[CH:39][CH:40]=1. (3) Given the reactants [S:1]1[C:5]2[CH:6]=[CH:7][CH:8]=[CH:9][C:4]=2[N:3]=[C:2]1[N:10]1[CH2:15][C@@H:14]2[CH2:16][C@H:11]1[CH2:12][NH:13]2.[CH2:17]=[O:18].[OH-:19].[Na+].[CH:21]([OH:23])=[O:22], predict the reaction product. The product is: [NH3:3].[C:21]([OH:23])(=[O:22])/[CH:4]=[CH:5]/[C:17]([OH:19])=[O:18].[S:1]1[C:5]2[CH:6]=[CH:7][CH:8]=[CH:9][C:4]=2[N:3]=[C:2]1[N:10]1[CH2:15][C@@H:14]2[CH2:16][C@H:11]1[CH2:12][N:13]2[CH3:21]. (4) Given the reactants [F:1][C:2]([F:39])([F:38])[C:3]1[CH:4]=[C:5]([CH:31]=[C:32]([C:34]([F:37])([F:36])[F:35])[CH:33]=1)[CH2:6][N:7]([CH2:14][C:15]1[C:16]([N:22]([CH2:25][CH:26]2[CH2:30][CH2:29][CH2:28][CH2:27]2)[CH2:23][CH3:24])=[N:17][CH:18]=[C:19]([NH2:21])[CH:20]=1)[C:8]1[N:9]=[N:10][N:11]([CH3:13])[N:12]=1.CCN(CC)CC.[C:47](OC(=O)C)(=[O:49])[CH3:48].O, predict the reaction product. The product is: [F:39][C:2]([F:38])([F:1])[C:3]1[CH:4]=[C:5]([CH:31]=[C:32]([C:34]([F:37])([F:36])[F:35])[CH:33]=1)[CH2:6][N:7]([CH2:14][C:15]1[CH:20]=[C:19]([NH:21][C:47](=[O:49])[CH3:48])[CH:18]=[N:17][C:16]=1[N:22]([CH2:25][CH:26]1[CH2:30][CH2:29][CH2:28][CH2:27]1)[CH2:23][CH3:24])[C:8]1[N:9]=[N:10][N:11]([CH3:13])[N:12]=1. (5) Given the reactants [C:1]([C:3]1[C:4]([F:9])=[N:5][CH:6]=[CH:7][CH:8]=1)#[CH:2].[F:10][C:11]1[CH:16]=[CH:15][C:14](I)=[C:13]([N+:18]([O-:20])=[O:19])[CH:12]=1.C(N(CC)CC)C, predict the reaction product. The product is: [F:9][C:4]1[C:3]([C:1]#[C:2][C:14]2[CH:15]=[CH:16][C:11]([F:10])=[CH:12][C:13]=2[N+:18]([O-:20])=[O:19])=[CH:8][CH:7]=[CH:6][N:5]=1. (6) Given the reactants C(O)C.[CH:4]1[C:9]([C:10]([CH2:12]Br)=O)=[CH:8][CH:7]=[C:6]([N+:14]([O-:16])=[O:15])[CH:5]=1.[CH2:17]([N:20]([CH2:24][CH2:25][CH3:26])[C:21]([NH2:23])=[S:22])[CH2:18][CH3:19], predict the reaction product. The product is: [CH2:17]([N:20]([CH2:24][CH2:25][CH3:26])[C:21]1[S:22][CH:12]=[C:10]([C:9]2[CH:8]=[CH:7][C:6]([N+:14]([O-:16])=[O:15])=[CH:5][CH:4]=2)[N:23]=1)[CH2:18][CH3:19].